From a dataset of Forward reaction prediction with 1.9M reactions from USPTO patents (1976-2016). Predict the product of the given reaction. (1) Given the reactants Br[C:2]1[CH:7]=[C:6]([O:8][CH3:9])[CH:5]=[CH:4][C:3]=1[O:10][CH2:11][CH2:12][CH2:13][CH3:14].O(C1C=CC=CC=1P(C1C=CC=CC=1)C1C=CC=CC=1)C1C=CC=CC=1P(C1C=CC=CC=1)C1C=CC=CC=1.[CH3:54][C:55]1([CH3:62])[C:59]([CH3:61])([CH3:60])[O:58][BH:57][O:56]1, predict the reaction product. The product is: [CH2:11]([O:10][C:3]1[CH:4]=[CH:5][C:6]([O:8][CH3:9])=[CH:7][C:2]=1[B:57]1[O:58][C:59]([CH3:61])([CH3:60])[C:55]([CH3:62])([CH3:54])[O:56]1)[CH2:12][CH2:13][CH3:14]. (2) Given the reactants C(N(CC)CC)C.Br[C:9]1[CH:14]=[CH:13][CH:12]=[C:11]([C:15]([F:18])([F:17])[F:16])[CH:10]=1.[CH3:19][Si:20]([C:23]#[CH:24])([CH3:22])[CH3:21], predict the reaction product. The product is: [CH3:19][Si:20]([CH3:22])([CH3:21])[C:23]#[C:24][C:9]1[CH:14]=[CH:13][CH:12]=[C:11]([C:15]([F:18])([F:17])[F:16])[CH:10]=1.